Dataset: Catalyst prediction with 721,799 reactions and 888 catalyst types from USPTO. Task: Predict which catalyst facilitates the given reaction. Reactant: [CH3:1][O:2][C:3]1[CH:17]=[CH:16][C:6]([C:7]([O:9][CH2:10][C:11]2([CH2:14]Br)[CH2:13][CH2:12]2)=[O:8])=[CH:5][CH:4]=1.[C-:18]#[N:19].[K+].C(=O)(O)[O-].[Na+]. Product: [CH3:1][O:2][C:3]1[CH:17]=[CH:16][C:6]([C:7]([O:9][CH2:10][C:11]2([CH2:14][C:18]#[N:19])[CH2:13][CH2:12]2)=[O:8])=[CH:5][CH:4]=1. The catalyst class is: 40.